From a dataset of Catalyst prediction with 721,799 reactions and 888 catalyst types from USPTO. Predict which catalyst facilitates the given reaction. (1) Reactant: [CH2:1]([O:3][C:4]([CH:6]1[CH2:11][CH2:10][NH:9][CH2:8][CH2:7]1)=[O:5])[CH3:2].C(=O)([O-])[O-].[K+].[K+].[CH2:18](Br)[C:19]1[CH:24]=[CH:23][CH:22]=[CH:21][CH:20]=1.O. Product: [CH2:1]([O:3][C:4]([CH:6]1[CH2:11][CH2:10][N:9]([CH2:18][C:19]2[CH:24]=[CH:23][CH:22]=[CH:21][CH:20]=2)[CH2:8][CH2:7]1)=[O:5])[CH3:2]. The catalyst class is: 23. (2) Reactant: [H-].[Na+].[Cl:3][C:4]1[CH:9]=[C:8]([Cl:10])[CH:7]=[CH:6][C:5]=1[C:11]1[C:12]([N+:16]([O-:18])=[O:17])=[CH:13][NH:14][CH:15]=1.BrCCC[C:23]1[CH:33]=[CH:32][CH:31]=[C:25]2[C:26]([NH:28][C:29](=[O:30])[C:24]=12)=[O:27].[CH2:34](Cl)Cl.[C:37](#N)[CH3:38]. Product: [Cl:3][C:4]1[CH:9]=[C:8]([Cl:10])[CH:7]=[CH:6][C:5]=1[C:11]1[C:12]([N+:16]([O-:18])=[O:17])=[C:13]([CH2:34][CH2:37][CH2:38][N:28]2[C:26](=[O:27])[C:25]3[CH:31]=[CH:32][CH:33]=[CH:23][C:24]=3[C:29]2=[O:30])[NH:14][CH:15]=1. The catalyst class is: 3.